Task: Binary Classification. Given a drug SMILES string, predict its activity (active/inactive) in a high-throughput screening assay against a specified biological target.. Dataset: Cav3 T-type calcium channel HTS with 100,875 compounds (1) The compound is Clc1c(NC(=O)C)ccc(c1)c1n[nH]nn1. The result is 0 (inactive). (2) The molecule is FC(F)(F)c1ccc(C2C(CCCO)C(OC(=C2)C(=O)NCc2ccccc2)OCC)cc1. The result is 0 (inactive). (3) The compound is S(c1oc(nn1)c1c(OC)cccc1)CC(OCC)=O. The result is 0 (inactive). (4) The drug is O(c1cc(C(NC(=O)c2occc2)c2cc(OC)c(OC)cc2)ccc1OC)C. The result is 0 (inactive). (5) The compound is Fc1ccc(N2CCN(CC2)C(=O)CCCOc2ccccc2)cc1. The result is 1 (active).